This data is from Catalyst prediction with 721,799 reactions and 888 catalyst types from USPTO. The task is: Predict which catalyst facilitates the given reaction. Reactant: [C:1](/[CH:3]=[C:4](\[C:12]1[CH:20]=[CH:19][C:15]([C:16]([NH2:18])=[O:17])=[CH:14][CH:13]=1)/[C:5]1[CH:10]=[CH:9][C:8]([F:11])=[CH:7][CH:6]=1)#[N:2]. Product: [NH2:2][CH2:1][CH2:3][CH:4]([C:12]1[CH:20]=[CH:19][C:15]([C:16]([NH2:18])=[O:17])=[CH:14][CH:13]=1)[C:5]1[CH:6]=[CH:7][C:8]([F:11])=[CH:9][CH:10]=1. The catalyst class is: 15.